From a dataset of Full USPTO retrosynthesis dataset with 1.9M reactions from patents (1976-2016). Predict the reactants needed to synthesize the given product. (1) The reactants are: [NH2:1][C:2]1[CH:3]=[C:4]([CH:15]=[CH:16][C:17]=1[F:18])[O:5][C:6]1[CH:7]=[CH:8][C:9]([C:12]([OH:14])=O)=[N:10][CH:11]=1.CN.C1COCC1.C1C=CC2N(O)N=[N:32][C:30]=2C=1.Cl.C(N=C=C(N)CCN(C)C)C.Cl.C(N=C=NCCCN(C)C)C. Given the product [NH2:1][C:2]1[CH:3]=[C:4]([CH:15]=[CH:16][C:17]=1[F:18])[O:5][C:6]1[CH:7]=[CH:8][C:9]([C:12]([NH:32][CH3:30])=[O:14])=[N:10][CH:11]=1, predict the reactants needed to synthesize it. (2) Given the product [Br:8][C:9]1[N:14]=[C:13]([CH2:15][N:4]([CH2:5][CH2:6][CH3:7])[CH2:1][CH2:2][CH3:3])[CH:12]=[CH:11][CH:10]=1, predict the reactants needed to synthesize it. The reactants are: [CH2:1]([NH:4][CH2:5][CH2:6][CH3:7])[CH2:2][CH3:3].[Br:8][C:9]1[N:14]=[C:13]([CH:15]=O)[CH:12]=[CH:11][CH:10]=1.C(O[BH-](OC(=O)C)OC(=O)C)(=O)C.[Na+]. (3) Given the product [NH2:14][C:15]1[C:23]([O:24][CH3:25])=[C:22]([Br:26])[C:21]([I:1])=[C:20]([CH3:27])[C:16]=1[C:17]([OH:19])=[O:18], predict the reactants needed to synthesize it. The reactants are: [I:1]N1C(=O)CCC1=O.CN(C)C=O.[NH2:14][C:15]1[C:23]([O:24][CH3:25])=[C:22]([Br:26])[CH:21]=[C:20]([CH3:27])[C:16]=1[C:17]([OH:19])=[O:18].[OH-].[Na+]. (4) Given the product [F:22][C:13]1[C:12]([CH2:11][C:8]2[N:6]3[N:7]=[C:2]([N:29]4[CH2:30][CH2:31][N:26]([C:23](=[O:25])[CH3:24])[CH2:27][CH2:28]4)[CH:3]=[CH:4][C:5]3=[N:10][CH:9]=2)=[CH:21][CH:20]=[C:19]2[C:14]=1[CH:15]=[CH:16][CH:17]=[N:18]2, predict the reactants needed to synthesize it. The reactants are: Cl[C:2]1[CH:3]=[CH:4][C:5]2[N:6]([C:8]([CH2:11][C:12]3[C:13]([F:22])=[C:14]4[C:19](=[CH:20][CH:21]=3)[N:18]=[CH:17][CH:16]=[CH:15]4)=[CH:9][N:10]=2)[N:7]=1.[C:23]([N:26]1[CH2:31][CH2:30][NH:29][CH2:28][CH2:27]1)(=[O:25])[CH3:24].